This data is from Catalyst prediction with 721,799 reactions and 888 catalyst types from USPTO. The task is: Predict which catalyst facilitates the given reaction. (1) Reactant: S(=O)(=O)(O)O.N[C:7]1[CH:16]=[C:15]2[C:10]([C:11]([Br:21])=[N:12][N:13]([CH:18]([CH3:20])[CH3:19])[C:14]2=[O:17])=[CH:9][CH:8]=1.N([O-])=[O:23].[Na+].NC(N)=O. Product: [OH:23][C:7]1[CH:16]=[C:15]2[C:10]([C:11]([Br:21])=[N:12][N:13]([CH:18]([CH3:20])[CH3:19])[C:14]2=[O:17])=[CH:9][CH:8]=1. The catalyst class is: 86. (2) Reactant: [C:1]([O:5][C:6]([N:8]1[CH2:12][CH2:11][CH2:10][CH:9]1[C:13]([O:15][CH2:16][C:17]([C:19]1[CH:20]=[CH:21][C:22]2[C:26]3[CH:27]=[CH:28][C:29](Br)=[CH:30][C:25]=3[O:24][C:23]=2[CH:32]=1)=[O:18])=[O:14])=[O:7])([CH3:4])([CH3:3])[CH3:2].C([Sn](CCCC)(CCCC)[CH:38]=[CH:39][O:40]CC)CCC.O.C1C(=O)N([Br:59])C(=O)C1. Product: [C:1]([O:5][C:6]([N:8]1[CH2:12][CH2:11][CH2:10][CH:9]1[C:13]([O:15][CH2:16][C:17]([C:19]1[CH:20]=[CH:21][C:22]2[C:26]3[CH:27]=[CH:28][C:29]([C:39](=[O:40])[CH2:38][Br:59])=[CH:30][C:25]=3[O:24][C:23]=2[CH:32]=1)=[O:18])=[O:14])=[O:7])([CH3:3])([CH3:4])[CH3:2]. The catalyst class is: 184. (3) Reactant: Br[CH2:2][C:3]([C:5]1[CH:10]=[C:9]([CH2:11][CH2:12][OH:13])[C:8]([O:14][CH3:15])=[CH:7][C:6]=1[OH:16])=O.C([O-])(=O)C.[Na+].O.C(OCC)(=O)C. Product: [CH3:15][O:14][C:8]1[C:9]([CH2:11][CH2:12][OH:13])=[CH:10][C:5]2[CH:3]=[CH:2][O:16][C:6]=2[CH:7]=1. The catalyst class is: 5. (4) Reactant: [N:1]1[CH:6]=[CH:5][CH:4]=[CH:3][C:2]=1[C:7]1[CH:8]=[CH:9][C:10](=[O:13])[NH:11][CH:12]=1.Br[C:15]1C=CC=CN=1.B(O)(O)C1C=CC(OC)=NC=1. Product: [CH3:15][O:13][C:10]1[CH:9]=[CH:8][C:7]([C:2]2[CH:3]=[CH:4][CH:5]=[CH:6][N:1]=2)=[CH:12][N:11]=1. The catalyst class is: 45. (5) Reactant: [OH:1][CH2:2][C:3]1[CH:8]=[CH:7][C:6]([OH:9])=[CH:5][CH:4]=1.C(=O)([O-])[O-].[K+].[K+].Br[CH2:17][CH:18]1[CH2:21][CH2:20][CH2:19]1.O. Product: [CH:18]1([CH2:17][O:9][C:6]2[CH:7]=[CH:8][C:3]([CH2:2][OH:1])=[CH:4][CH:5]=2)[CH2:21][CH2:20][CH2:19]1. The catalyst class is: 8. (6) Reactant: CCN(C(C)C)C(C)C.[F:10][C:11]1[CH:12]=[C:13]2[C:18](=[CH:19][CH:20]=1)[N:17]=[C:16]([CH2:21][O:22][C:23]1[CH:28]=[CH:27][C:26]([CH2:29][C:30](O)=[O:31])=[C:25]([C:33]3([C:38]4[CH:43]=[CH:42][CH:41]=[CH:40][CH:39]=4)[CH2:37][CH2:36][CH2:35][CH2:34]3)[CH:24]=1)[CH:15]=[CH:14]2.[NH2:44][CH2:45][C:46]1[CH:47]=[N:48][CH:49]=[CH:50][CH:51]=1.CN(C(ON1N=NC2C=CC=NC1=2)=[N+](C)C)C.F[P-](F)(F)(F)(F)F. Product: [F:10][C:11]1[CH:12]=[C:13]2[C:18](=[CH:19][CH:20]=1)[N:17]=[C:16]([CH2:21][O:22][C:23]1[CH:28]=[CH:27][C:26]([CH2:29][C:30]([NH:44][CH2:45][C:46]3[CH:47]=[N:48][CH:49]=[CH:50][CH:51]=3)=[O:31])=[C:25]([C:33]3([C:38]4[CH:39]=[CH:40][CH:41]=[CH:42][CH:43]=4)[CH2:34][CH2:35][CH2:36][CH2:37]3)[CH:24]=1)[CH:15]=[CH:14]2. The catalyst class is: 18. (7) Reactant: [H-].[H-].[H-].[H-].[Li+].[Al+3].[N:7]1([C:13](=O)[CH2:14][C:15]2[CH:16]=[C:17]([N:21]3[CH:25]=[C:24]([C:26]4[C:34]5[C:29](=[CH:30][CH:31]=[CH:32][CH:33]=5)[NH:28][N:27]=4)[N:23]=[N:22]3)[CH:18]=[CH:19][CH:20]=2)[CH2:12][CH2:11][O:10][CH2:9][CH2:8]1.O.CCOC(C)=O. Product: [N:7]1([CH2:13][CH2:14][C:15]2[CH:16]=[C:17]([N:21]3[CH:25]=[C:24]([C:26]4[C:34]5[C:29](=[CH:30][CH:31]=[CH:32][CH:33]=5)[NH:28][N:27]=4)[N:23]=[N:22]3)[CH:18]=[CH:19][CH:20]=2)[CH2:8][CH2:9][O:10][CH2:11][CH2:12]1. The catalyst class is: 1. (8) Reactant: [CH:1](=[O:4])[CH2:2][CH3:3].[N+:5](/[CH:8]=[CH:9]/[C:10]1[O:11][CH:12]=[CH:13][CH:14]=1)([O-:7])=[O:6].CC(O)C.CCCCCC. Product: [O:11]1[CH:12]=[CH:13][CH:14]=[C:10]1[C@H:9]([CH2:8][N+:5]([O-:7])=[O:6])[C@H:2]([CH3:3])[CH:1]=[O:4]. The catalyst class is: 22. (9) Reactant: [CH2:1]([C@@:4]1([CH3:32])[CH2:9][C@H:8]([C:10]2[CH:15]=[CH:14][CH:13]=[C:12]([Cl:16])[CH:11]=2)[C@@H:7]([C:17]2[CH:22]=[CH:21][C:20]([Cl:23])=[CH:19][CH:18]=2)[N:6]([C@@H:24]([CH2:29][CH3:30])[C:25](OC)=[O:26])[C:5]1=[O:31])[CH:2]=[CH2:3].[BH4-].[Li+]. Product: [CH2:1]([C@@:4]1([CH3:32])[CH2:9][C@H:8]([C:10]2[CH:15]=[CH:14][CH:13]=[C:12]([Cl:16])[CH:11]=2)[C@@H:7]([C:17]2[CH:18]=[CH:19][C:20]([Cl:23])=[CH:21][CH:22]=2)[N:6]([C@H:24]([CH2:29][CH3:30])[CH2:25][OH:26])[C:5]1=[O:31])[CH:2]=[CH2:3]. The catalyst class is: 332.